This data is from Full USPTO retrosynthesis dataset with 1.9M reactions from patents (1976-2016). The task is: Predict the reactants needed to synthesize the given product. Given the product [Br:37][CH2:1][C:2]1[C:7]([C:8]([F:9])([F:11])[F:10])=[CH:6][CH:5]=[CH:4][N:3]=1, predict the reactants needed to synthesize it. The reactants are: [CH3:1][C:2]1[C:7]([C:8]([F:11])([F:10])[F:9])=[CH:6][CH:5]=[CH:4][N:3]=1.N(C1(C#N)CCCCC1)=NC1(C#N)CCCCC1.C1C(=O)N([Br:37])C(=O)C1.[O-]S([O-])(=S)=O.[Na+].[Na+].